Dataset: Reaction yield outcomes from USPTO patents with 853,638 reactions. Task: Predict the reaction yield, written as a fraction of the theoretical maximum amount of product (1.0 means a 100% yield; for example, 0.34 means a 34% yield). (1) The reactants are [O:1]=[C:2]1[C:10]2([C:22]3[C:13](=[CH:14][C:15]4[O:20][CH2:19][CH2:18][O:17][C:16]=4[CH:21]=3)[O:12][CH2:11]2)[C:9]2[C:4](=[CH:5][CH:6]=[CH:7][CH:8]=2)[N:3]1[CH2:23][C:24]1[CH:25]=[C:26]([CH:30]=[CH:31][CH:32]=1)[C:27](O)=[O:28].C(Cl)(=O)C(Cl)=O.Cl.[CH3:40][NH:41][CH3:42].C(N(CC)CC)C. The catalyst is C(Cl)(Cl)Cl.CN(C)C=O.ClCCl. The product is [CH3:40][N:41]([CH3:42])[C:27](=[O:28])[C:26]1[CH:30]=[CH:31][CH:32]=[C:24]([CH2:23][N:3]2[C:4]3[C:9](=[CH:8][CH:7]=[CH:6][CH:5]=3)[C:10]3([C:22]4[C:13](=[CH:14][C:15]5[O:20][CH2:19][CH2:18][O:17][C:16]=5[CH:21]=4)[O:12][CH2:11]3)[C:2]2=[O:1])[CH:25]=1. The yield is 0.0800. (2) The reactants are [CH3:1][O:2][CH:3]1[CH2:8][CH2:7][N:6]([C:9]2[CH:18]=[CH:17][CH:16]=[C:15]3[C:10]=2[CH2:11][CH2:12][N:13]([C:23]([O:25]C(C)(C)C)=O)[CH:14]3[C:19]([O:21][CH3:22])=[O:20])[CH2:5][CH2:4]1.Cl.[Cl:31][C:32]1[C:33]([F:46])=[C:34]([N:38]2[CH:42]=[C:41](C(O)=O)[N:40]=[N:39]2)[CH:35]=[CH:36][CH:37]=1.C(P1(=O)OP(CCC)(=O)OP(CCC)(=O)O1)CC.N1C=CC=CC=1. The catalyst is O1CCOCC1.CN(C=O)C. The product is [Cl:31][C:32]1[C:33]([F:46])=[C:34]([N:38]2[CH:42]=[C:41]([C:23]([N:13]3[CH2:12][CH2:11][C:10]4[C:15](=[CH:16][CH:17]=[CH:18][C:9]=4[N:6]4[CH2:7][CH2:8][CH:3]([O:2][CH3:1])[CH2:4][CH2:5]4)[CH:14]3[C:19]([O:21][CH3:22])=[O:20])=[O:25])[N:40]=[N:39]2)[CH:35]=[CH:36][CH:37]=1. The yield is 0.820. (3) The reactants are [C:1]([O:5][C:6]([NH:8][C@@H:9]1[CH2:13][CH2:12][C@@H:11]([C:14]([OH:16])=O)[CH2:10]1)=[O:7])([CH3:4])([CH3:3])[CH3:2].[NH:17]([C:19]1[N:20]=[C:21]2[CH:27]=[CH:26][N:25]([S:28]([C:31]3[CH:37]=[CH:36][C:34]([CH3:35])=[CH:33][CH:32]=3)(=[O:30])=[O:29])[C:22]2=[N:23][CH:24]=1)[NH2:18].CN(C(ON1N=NC2C=CC=NC1=2)=[N+](C)C)C.F[P-](F)(F)(F)(F)F. The catalyst is C(Cl)Cl. The product is [S:28]([N:25]1[C:22]2=[N:23][CH:24]=[C:19]([NH:17][NH:18][C:14]([C@@H:11]3[CH2:12][CH2:13][C@@H:9]([NH:8][C:6](=[O:7])[O:5][C:1]([CH3:2])([CH3:3])[CH3:4])[CH2:10]3)=[O:16])[N:20]=[C:21]2[CH:27]=[CH:26]1)([C:31]1[CH:32]=[CH:33][C:34]([CH3:35])=[CH:36][CH:37]=1)(=[O:29])=[O:30]. The yield is 1.00. (4) The product is [CH3:29][N:27]1[CH:28]=[C:24]([C:21]2[N:20]=[C:19]3[N:15]([CH2:14][C@@H:10]4[CH2:9][N:8]([C:5]5[N:4]=[CH:3][C:2]([C:42]6[CH:41]=[CH:40][C:39]([C:37]([N:34]7[CH2:35][CH2:36][N:31]([CH3:30])[CH2:32][CH2:33]7)=[O:38])=[CH:44][CH:43]=6)=[CH:7][N:6]=5)[CH2:13][CH2:12][O:11]4)[N:16]=[N:17][C:18]3=[N:23][CH:22]=2)[CH:25]=[N:26]1. The catalyst is O1CCOCC1.O.C1C=CC(P(C2C=CC=CC=2)[C-]2C=CC=C2)=CC=1.C1C=CC(P(C2C=CC=CC=2)[C-]2C=CC=C2)=CC=1.Cl[Pd]Cl.[Fe+2]. The reactants are Br[C:2]1[CH:3]=[N:4][C:5]([N:8]2[CH2:13][CH2:12][O:11][C@H:10]([CH2:14][N:15]3[C:19]4=[N:20][C:21]([C:24]5[CH:25]=[N:26][N:27]([CH3:29])[CH:28]=5)=[CH:22][N:23]=[C:18]4[N:17]=[N:16]3)[CH2:9]2)=[N:6][CH:7]=1.[CH3:30][N:31]1[CH2:36][CH2:35][N:34]([C:37]([C:39]2[CH:44]=[CH:43][C:42](B3OC(C)(C)C(C)(C)O3)=[CH:41][CH:40]=2)=[O:38])[CH2:33][CH2:32]1.C([O-])([O-])=O.[K+].[K+]. The yield is 0.980. (5) The reactants are C(OC(=O)[NH:7][C:8]1[N:13]=[CH:12][C:11]([C:14]2[N:15]=[C:16]([N:38]3[CH2:43][CH2:42][O:41][CH2:40][CH2:39]3)[C:17]3[N:23]=[CH:22][C:21]([C:24]4[O:25][C:26]([C:29]([N:31]5[CH2:36][CH2:35][N:34]([CH3:37])[CH2:33][CH2:32]5)=[O:30])=[CH:27][CH:28]=4)=[CH:20][C:18]=3[N:19]=2)=[CH:10][N:9]=1)(C)(C)C.FC(F)(F)C(O)=O.C(=O)(O)[O-].[Na+]. The catalyst is C(Cl)Cl. The product is [NH2:7][C:8]1[N:13]=[CH:12][C:11]([C:14]2[N:15]=[C:16]([N:38]3[CH2:43][CH2:42][O:41][CH2:40][CH2:39]3)[C:17]3[N:23]=[CH:22][C:21]([C:24]4[O:25][C:26]([C:29]([N:31]5[CH2:32][CH2:33][N:34]([CH3:37])[CH2:35][CH2:36]5)=[O:30])=[CH:27][CH:28]=4)=[CH:20][C:18]=3[N:19]=2)=[CH:10][N:9]=1. The yield is 0.200. (6) The reactants are C(OC(=O)[NH:7][C:8]1([CH2:16][CH2:17][C:18]2[CH:23]=[CH:22][C:21]([O:24][CH:25]([CH3:27])[CH3:26])=[C:20]([C:28]34[CH2:37][CH:32]5[CH2:33][CH:34]([CH2:36][CH:30]([CH2:31]5)[CH2:29]3)[CH2:35]4)[CH:19]=2)[CH2:13][O:12]C(C)(C)[O:10][CH2:9]1)(C)(C)C.C(OC(=O)NC1(CCC2C=CC(S(N3C4C(=CC=C(OC)C=4)C(C(=O)C4C=C(OC)C(OC)=C(OC)C=4)=C3)(=O)=O)=CC=2)COC(C)(C)OC1)(C)(C)C. No catalyst specified. The product is [NH2:7][C:8]([CH2:16][CH2:17][C:18]1[CH:23]=[CH:22][C:21]([O:24][CH:25]([CH3:27])[CH3:26])=[C:20]([C:28]23[CH2:37][CH:32]4[CH2:33][CH:34]([CH2:36][CH:30]([CH2:31]4)[CH2:29]2)[CH2:35]3)[CH:19]=1)([CH2:13][OH:12])[CH2:9][OH:10]. The yield is 0.670. (7) The reactants are [Cl:1][C:2]1[N:7]=[C:6](Cl)[C:5]([F:9])=[CH:4][N:3]=1.[NH2:10][C:11]1[CH:16]=[CH:15][C:14]([CH3:17])=[CH:13][CH:12]=1.C([O-])([O-])=O.[K+].[K+]. The catalyst is CCO. The product is [Cl:1][C:2]1[N:7]=[C:6]([NH:10][C:11]2[CH:16]=[CH:15][C:14]([CH3:17])=[CH:13][CH:12]=2)[C:5]([F:9])=[CH:4][N:3]=1. The yield is 0.840.